Dataset: Full USPTO retrosynthesis dataset with 1.9M reactions from patents (1976-2016). Task: Predict the reactants needed to synthesize the given product. (1) The reactants are: [C:1](Cl)(=[O:3])[CH3:2].[NH2:5][C:6]1[CH:43]=[CH:42][C:9]([CH2:10][N:11]2[CH2:16][CH2:15][N:14]([C:17](=[O:32])[C:18]3[CH:23]=[C:22]([C:24]([F:27])([F:26])[F:25])[CH:21]=[C:20]([C:28]([F:31])([F:30])[F:29])[CH:19]=3)[C@H:13]([CH2:33][C:34]3[CH:39]=[CH:38][C:37]([Cl:40])=[C:36]([Cl:41])[CH:35]=3)[CH2:12]2)=[CH:8][CH:7]=1. Given the product [C:1]([NH:5][C:6]1[CH:43]=[CH:42][C:9]([CH2:10][N:11]2[CH2:16][CH2:15][N:14]([C:17](=[O:32])[C:18]3[CH:19]=[C:20]([C:28]([F:31])([F:30])[F:29])[CH:21]=[C:22]([C:24]([F:25])([F:26])[F:27])[CH:23]=3)[C@H:13]([CH2:33][C:34]3[CH:39]=[CH:38][C:37]([Cl:40])=[C:36]([Cl:41])[CH:35]=3)[CH2:12]2)=[CH:8][CH:7]=1)(=[O:3])[CH3:2], predict the reactants needed to synthesize it. (2) The reactants are: [Cl:1][C:2]1[CH:3]=[C:4](B(O)O)[CH:5]=[CH:6][CH:7]=1.Br[C:12]1[S:16][C:15]([C:17]([O:19]CC)=[O:18])=[N:14][C:13]=1[C:22]1[CH:27]=[CH:26][C:25]([F:28])=[C:24]([C:29]#[N:30])[CH:23]=1.C(=O)(O)[O-].[Na+]. Given the product [Cl:1][C:2]1[CH:3]=[C:4]([C:12]2[S:16][C:15]([C:17]([OH:19])=[O:18])=[N:14][C:13]=2[C:22]2[CH:27]=[CH:26][C:25]([F:28])=[C:24]([C:29]#[N:30])[CH:23]=2)[CH:5]=[CH:6][CH:7]=1, predict the reactants needed to synthesize it. (3) Given the product [C:40]([C:37]([C:34]([O:33][C:27]([C:24]([O:23][C:17]([C:14]([F:15])=[O:13])([C:19]([F:21])([F:22])[F:20])[F:18])([F:25])[F:26])([C:29]([F:32])([F:31])[F:30])[F:28])([F:36])[F:35])([F:39])[F:38])([F:43])([F:42])[F:41], predict the reactants needed to synthesize it. The reactants are: FS(C(C(C([O:13][C:14]([C:17]([O:23][C:24]([C:27]([O:33][C:34]([C:37]([C:40]([F:43])([F:42])[F:41])([F:39])[F:38])([F:36])[F:35])([C:29]([F:32])([F:31])[F:30])[F:28])([F:26])[F:25])([C:19]([F:22])([F:21])[F:20])[F:18])(F)[F:15])=O)(F)F)(F)F)(=O)=O.[F-].[Na+]. (4) Given the product [Cl:15][N:4]1[C:3]([CH2:2][F:1])([CH3:9])[CH2:7][O:6][C:5]1=[O:8], predict the reactants needed to synthesize it. The reactants are: [F:1][CH2:2][C:3]1([CH3:9])[CH2:7][O:6][C:5](=[O:8])[NH:4]1.C(O[Cl:15])(C)(C)C. (5) Given the product [CH2:13]([O:20][C:5]([CH:6]1[CH:2]([C:3]([OH:12])=[O:4])[CH:1]2[O:10][CH:7]1[CH2:8][CH2:9]2)=[O:11])[C:14]1[CH:19]=[CH:18][CH:17]=[CH:16][CH:15]=1, predict the reactants needed to synthesize it. The reactants are: [CH:1]12[O:10][CH:7]([CH2:8][CH2:9]1)[CH:6]1[CH:2]2[C:3](=[O:12])[O:4][C:5]1=[O:11].[CH2:13]([OH:20])[C:14]1[CH:19]=[CH:18][CH:17]=[CH:16][CH:15]=1. (6) Given the product [NH:39]1[C:40]2[C:45](=[CH:44][CH:43]=[CH:42][CH:41]=2)[C:37]([CH2:36][CH2:35][O:34][C:33](=[O:32])[NH:22][CH2:21][CH2:20][CH2:19][CH2:18][CH2:17][NH:16][C:12]2[C:13]3[C:4]([N:5]=[C:6]4[C:11]=2[CH2:10][CH2:9][CH2:8][CH2:7]4)=[CH:3][C:2]([Cl:1])=[CH:15][CH:14]=3)=[CH:38]1, predict the reactants needed to synthesize it. The reactants are: [Cl:1][C:2]1[CH:3]=[C:4]2[C:13](=[CH:14][CH:15]=1)[C:12]([NH:16][CH2:17][CH2:18][CH2:19][CH2:20][CH2:21][NH2:22])=[C:11]1[C:6]([CH2:7][CH2:8][CH2:9][CH2:10]1)=[N:5]2.[N+](C1C=CC([O:32][C:33](=O)[O:34][CH2:35][CH2:36][C:37]2[C:45]3[C:40](=[CH:41][CH:42]=[CH:43][CH:44]=3)[NH:39][CH:38]=2)=CC=1)([O-])=O. (7) Given the product [CH2:20]([N:15]1[CH2:14][C@@H:13]([CH2:11][NH:10][CH:7]([CH3:8])[CH3:9])[C@@H:17]([CH2:18][OH:19])[CH2:16]1)[C:21]1[CH:22]=[CH:23][CH:24]=[CH:25][CH:26]=1, predict the reactants needed to synthesize it. The reactants are: [H-].[H-].[H-].[H-].[Li+].[Al+3].[CH:7]([NH:10][C:11]([C@H:13]1[C@@H:17]([CH2:18][OH:19])[CH2:16][N:15]([CH2:20][C:21]2[CH:26]=[CH:25][CH:24]=[CH:23][CH:22]=2)[CH2:14]1)=O)([CH3:9])[CH3:8]. (8) Given the product [CH:1]1([NH:7][C:8]2[C:12]3([CH2:17][CH2:16][N:15]([CH2:18][C:19]4[CH:20]=[C:21]([NH:25][C:34](=[O:36])[CH3:35])[CH:22]=[CH:23][CH:24]=4)[CH2:14][CH2:13]3)[N:11]([C:26]3[CH:31]=[CH:30][CH:29]=[C:28]([F:32])[CH:27]=3)[C:10](=[O:33])[N:9]=2)[CH2:6][CH2:5][CH2:4][CH2:3][CH2:2]1, predict the reactants needed to synthesize it. The reactants are: [CH:1]1([NH:7][C:8]2[C:12]3([CH2:17][CH2:16][N:15]([CH2:18][C:19]4[CH:24]=[CH:23][CH:22]=[C:21]([NH2:25])[CH:20]=4)[CH2:14][CH2:13]3)[N:11]([C:26]3[CH:31]=[CH:30][CH:29]=[C:28]([F:32])[CH:27]=3)[C:10](=[O:33])[N:9]=2)[CH2:6][CH2:5][CH2:4][CH2:3][CH2:2]1.[C:34](Cl)(=[O:36])[CH3:35].C([O-])([O-])=O.[K+].[K+]. (9) The reactants are: FC(F)(F)C(O)=O.C(OC([NH:15][N:16]([C:30]1[CH:35]=[CH:34][C:33]([F:36])=[CH:32][C:31]=1[Cl:37])[C:17]([CH:19]1[C:24](=O)[C@@:23]2([CH3:29])[C:26]([CH3:28])([CH3:27])[C@@H:20]1[CH2:21][CH2:22]2)=[O:18])=O)(C)(C)C. Given the product [Cl:37][C:31]1[CH:32]=[C:33]([F:36])[CH:34]=[CH:35][C:30]=1[N:16]1[C:17](=[O:18])[C:19]2[C@@H:20]3[C:26]([CH3:27])([CH3:28])[C@@:23]([CH3:29])([CH2:22][CH2:21]3)[C:24]=2[NH:15]1, predict the reactants needed to synthesize it.